This data is from Full USPTO retrosynthesis dataset with 1.9M reactions from patents (1976-2016). The task is: Predict the reactants needed to synthesize the given product. (1) The reactants are: C(OC(=O)[NH:7][C@@H:8]([CH3:26])[CH2:9][C:10]1[C:18]2[CH:17]=[C:16]([O:19][CH:20]3[CH2:22][CH2:21]3)[CH:15]=[CH:14][C:13]=2[N:12]2[CH2:23][CH2:24][CH2:25][C:11]=12)(C)(C)C.[ClH:28]. Given the product [ClH:28].[CH:20]1([O:19][C:16]2[CH:15]=[CH:14][C:13]3[N:12]4[CH2:23][CH2:24][CH2:25][C:11]4=[C:10]([CH2:9][C@@H:8]([NH2:7])[CH3:26])[C:18]=3[CH:17]=2)[CH2:21][CH2:22]1, predict the reactants needed to synthesize it. (2) Given the product [CH3:31][O:30][C:27]1[CH:28]=[CH:29][C:24]([CH2:23][NH:22][C:18]2([C:2]3[S:1][CH:5]=[CH:4][N:3]=3)[CH2:21][CH2:20][CH2:19]2)=[CH:25][CH:26]=1, predict the reactants needed to synthesize it. The reactants are: [S:1]1[CH:5]=[CH:4][N:3]=[CH:2]1.C([Li])CCC.CCCCCC.[Li].[C:18]1(=[N:22][CH2:23][C:24]2[CH:29]=[CH:28][C:27]([O:30][CH3:31])=[CH:26][CH:25]=2)[CH2:21][CH2:20][CH2:19]1.B(F)(F)F.CCOCC.